This data is from Forward reaction prediction with 1.9M reactions from USPTO patents (1976-2016). The task is: Predict the product of the given reaction. (1) Given the reactants Br[C:2]1[CH:6]=[CH:5][N:4]([CH3:7])[N:3]=1.[O:8]1[CH2:11][CH:10]([N:12]2[C:20]3[CH2:19][CH2:18][N:17]([C:21](=[O:23])[CH3:22])[CH2:16][C:15]=3[C:14]([N:24]3[C:33]4[C:28](=[CH:29][C:30](B5OC(C)(C)C(C)(C)O5)=[CH:31][CH:32]=4)[CH2:27][CH2:26][CH2:25]3)=[N:13]2)[CH2:9]1.C([O-])([O-])=O.[Na+].[Na+].ClCCl, predict the reaction product. The product is: [CH3:7][N:4]1[CH:5]=[CH:6][C:2]([C:30]2[CH:29]=[C:28]3[C:33](=[CH:32][CH:31]=2)[N:24]([C:14]2[C:15]4[CH2:16][N:17]([C:21](=[O:23])[CH3:22])[CH2:18][CH2:19][C:20]=4[N:12]([CH:10]4[CH2:9][O:8][CH2:11]4)[N:13]=2)[CH2:25][CH2:26][CH2:27]3)=[N:3]1. (2) Given the reactants [H-].[Na+].[Cl:3][C:4]1[CH:9]=[C:8]([OH:10])[CH:7]=[CH:6][N:5]=1.[Cl:11][C:12]1[C:13](F)=[CH:14][C:15]([F:21])=[C:16]([N+:18]([O-:20])=[O:19])[CH:17]=1, predict the reaction product. The product is: [Cl:3][C:4]1[CH:9]=[C:8]([O:10][C:13]2[CH:14]=[C:15]([F:21])[C:16]([N+:18]([O-:20])=[O:19])=[CH:17][C:12]=2[Cl:11])[CH:7]=[CH:6][N:5]=1.